Predict the product of the given reaction. From a dataset of Forward reaction prediction with 1.9M reactions from USPTO patents (1976-2016). (1) The product is: [CH3:34][O:33][C:31](=[O:32])[NH:2][CH2:3][C@@H:4]1[O:8][C:7](=[O:9])[N:6]([C:10]2[CH:19]=[CH:18][C:13]3[C:14]([CH3:17])=[N:15][O:16][C:12]=3[CH:11]=2)[CH2:5]1. Given the reactants Cl.[NH2:2][CH2:3][C@@H:4]1[O:8][C:7](=[O:9])[N:6]([C:10]2[CH:19]=[CH:18][C:13]3[C:14]([CH3:17])=[N:15][O:16][C:12]=3[CH:11]=2)[CH2:5]1.C1COCC1.C([O-])(O)=O.[Na+].Cl[C:31]([O:33][CH3:34])=[O:32], predict the reaction product. (2) Given the reactants [SH:1][C:2]1[N:6]([CH3:7])[N:5]=[N:4][N:3]=1.[N:8]1[C:16]2[C:11](=[N:12][CH:13]=[CH:14][CH:15]=2)[S:10][C:9]=1[NH2:17].Cl[C:19]1[C:20]2[N:28]=[C:27](Cl)[CH:26]=[CH:25][C:21]=2[N:22]=[CH:23][N:24]=1, predict the reaction product. The product is: [CH3:7][N:6]1[C:2]([S:1][C:27]2[CH:26]=[CH:25][C:21]3[N:22]=[CH:23][N:24]=[C:19]([NH:17][C:9]4[S:10][C:11]5[C:16]([N:8]=4)=[CH:15][CH:14]=[CH:13][N:12]=5)[C:20]=3[N:28]=2)=[N:3][N:4]=[N:5]1. (3) Given the reactants [Cl-:1].[Cl-].[Cl-].[Cl-].[Zr+4:5].[C:6]1([B:12]([C:19]2[CH:23]=[CH:22][CH2:21][C:20]=2[Si](C)(C)C)[C:13]2[CH:18]=[CH:17][CH:16]=[CH:15][CH:14]=2)[CH:11]=[CH:10][CH:9]=[CH:8][CH:7]=1, predict the reaction product. The product is: [Cl-:1].[Cl-:1].[Cl-:1].[C:6]1([B:12]([C:13]2[CH:18]=[CH:17][CH:16]=[CH:15][CH:14]=2)[C:19]2([Zr+3:5])[CH:23]=[CH:22][CH:21]=[CH:20]2)[CH:11]=[CH:10][CH:9]=[CH:8][CH:7]=1. (4) Given the reactants O[CH:2]=[C:3]1[C:11]2[C:6](=[CH:7][C:8]([C:12]([C:14]3[CH:15]=[C:16]([NH:20][C:21](=[O:23])[CH3:22])[CH:17]=[CH:18][CH:19]=3)=[O:13])=[CH:9][CH:10]=2)[NH:5][C:4]1=[O:24].[NH2:25][C:26]1[CH:27]=[C:28]([OH:32])[CH:29]=[CH:30][CH:31]=1, predict the reaction product. The product is: [OH:32][C:28]1[CH:27]=[C:26]([NH:25][CH:2]=[C:3]2[C:11]3[C:6](=[CH:7][C:8]([C:12]([C:14]4[CH:15]=[C:16]([NH:20][C:21](=[O:23])[CH3:22])[CH:17]=[CH:18][CH:19]=4)=[O:13])=[CH:9][CH:10]=3)[NH:5][C:4]2=[O:24])[CH:31]=[CH:30][CH:29]=1. (5) Given the reactants [CH2:1]([O:9][C:10]1[CH:15]=[CH:14][C:13]([C:16]2[S:20][C:19]([CH:21]=O)=[CH:18][CH:17]=2)=[CH:12][CH:11]=1)[CH2:2][CH2:3][CH2:4][CH2:5][CH2:6][CH2:7][CH3:8].[C:23]([CH2:25][C:26]([OH:28])=[O:27])#[N:24].N1CCCCC1.Cl, predict the reaction product. The product is: [C:23]([C:25](=[CH:21][C:19]1[S:20][C:16]([C:13]2[CH:12]=[CH:11][C:10]([O:9][CH2:1][CH2:2][CH2:3][CH2:4][CH2:5][CH2:6][CH2:7][CH3:8])=[CH:15][CH:14]=2)=[CH:17][CH:18]=1)[C:26]([OH:28])=[O:27])#[N:24]. (6) Given the reactants [NH2:1][C:2]1[CH:3]=[C:4]([C:8]2[C:9]([C:26]3[S:27][C:28]([Cl:31])=[CH:29][CH:30]=3)=[N:10][C:11]([NH:14][CH2:15][CH2:16][N:17]3[C:21]([CH3:23])([CH3:22])[C:20](=[O:24])[NH:19][C:18]3=[O:25])=[N:12][CH:13]=2)[CH:5]=[CH:6][CH:7]=1.[C:32]([N:39]([CH2:41][C:42](O)=[O:43])[CH3:40])([O:34][C:35]([CH3:38])([CH3:37])[CH3:36])=[O:33].Cl.C(N=C=NCCCN(C)C)C.C(N(CC)C(C)C)(C)C, predict the reaction product. The product is: [Cl:31][C:28]1[S:27][C:26]([C:9]2[C:8]([C:4]3[CH:3]=[C:2]([NH:1][C:42](=[O:43])[CH2:41][N:39]([CH3:40])[C:32](=[O:33])[O:34][C:35]([CH3:37])([CH3:38])[CH3:36])[CH:7]=[CH:6][CH:5]=3)=[CH:13][N:12]=[C:11]([NH:14][CH2:15][CH2:16][N:17]3[C:21]([CH3:22])([CH3:23])[C:20](=[O:24])[NH:19][C:18]3=[O:25])[N:10]=2)=[CH:30][CH:29]=1. (7) Given the reactants C[Si](C)(C)N[Si](C)(C)C.[Na].C(OP([CH2:19][C:20]#[N:21])(=O)OCC)C.[CH3:22][N:23]1[CH2:29][CH2:28][CH2:27][N:26]([C:30]2[N:35]=[C:34]([C:36]3[CH:37]=[C:38]([CH:41]=[CH:42][CH:43]=3)[CH:39]=O)[CH:33]=[N:32][CH:31]=2)[CH2:25][CH2:24]1, predict the reaction product. The product is: [CH3:22][N:23]1[CH2:29][CH2:28][CH2:27][N:26]([C:30]2[N:35]=[C:34]([C:36]3[CH:37]=[C:38](/[CH:39]=[CH:19]/[C:20]#[N:21])[CH:41]=[CH:42][CH:43]=3)[CH:33]=[N:32][CH:31]=2)[CH2:25][CH2:24]1. (8) The product is: [C:1]([C:5]1[CH:6]=[C:7]2[C:12](=[C:13]([F:15])[CH:14]=1)[C:11](=[O:16])[N:10]([C:17]1[N:24]=[CH:23][CH:22]=[C:21]([C:40]3[CH:41]=[C:36]([NH:35][C:27]4[CH:28]=[C:29]5[CH2:30][O:31][CH2:32][CH2:33][N:34]5[N:26]=4)[C:37](=[O:52])[N:38]([CH3:51])[CH:39]=3)[C:18]=1[CH:19]=[O:20])[N:9]=[CH:8]2)([CH3:4])([CH3:3])[CH3:2]. Given the reactants [C:1]([C:5]1[CH:6]=[C:7]2[C:12](=[C:13]([F:15])[CH:14]=1)[C:11](=[O:16])[N:10]([C:17]1[N:24]=[CH:23][CH:22]=[C:21](Cl)[C:18]=1[CH:19]=[O:20])[N:9]=[CH:8]2)([CH3:4])([CH3:3])[CH3:2].[N:26]1[N:34]2[C:29]([CH2:30][O:31][CH2:32][CH2:33]2)=[CH:28][C:27]=1[NH:35][C:36]1[C:37](=[O:52])[N:38]([CH3:51])[CH:39]=[C:40](B2OC(C)(C)C(C)(C)O2)[CH:41]=1.P(C1CCCCC1)(C1CCCCC1)C1CCCCC1.C([O-])([O-])=O.[Cs+].[Cs+], predict the reaction product.